Dataset: Forward reaction prediction with 1.9M reactions from USPTO patents (1976-2016). Task: Predict the product of the given reaction. (1) Given the reactants [OH:1][C@@H:2]1[C@@H:10]([C@@H:11]([OH:16])[C:12]([F:15])([F:14])[F:13])[O:9][C@H:8]2[C@H:4]([N:5]=[C:6]([N:17]([CH3:25])[C:18](=[O:24])[O:19][C:20]([CH3:23])([CH3:22])[CH3:21])[S:7]2)[C@H:3]1[OH:26].C[Si]([N-][Si](C)(C)C)(C)C.[K+].Cl[CH2:38][C:39]1[CH:44]=[CH:43][C:42]([F:45])=[CH:41][CH:40]=1, predict the reaction product. The product is: [F:45][C:42]1[CH:43]=[CH:44][C:39]([CH2:38][O:16][C@H:11]([C@H:10]2[O:9][C@H:8]3[C@H:4]([N:5]=[C:6]([N:17]([CH3:25])[C:18](=[O:24])[O:19][C:20]([CH3:22])([CH3:23])[CH3:21])[S:7]3)[C@@H:3]([OH:26])[C@@H:2]2[OH:1])[C:12]([F:14])([F:13])[F:15])=[CH:40][CH:41]=1. (2) Given the reactants Br[C:2]1[C:11]2[N:10]=[CH:9][C:8](=[O:12])[NH:7][C:6]=2[N:5]=[C:4]([S:13][CH2:14][C:15]2[CH:20]=[CH:19][CH:18]=[C:17]([F:21])[C:16]=2[F:22])[N:3]=1.[CH2:23]([CH2:25][NH2:26])[OH:24], predict the reaction product. The product is: [F:22][C:16]1[C:17]([F:21])=[CH:18][CH:19]=[CH:20][C:15]=1[CH2:14][S:13][C:4]1[N:3]=[C:2]([NH:26][CH2:25][CH2:23][OH:24])[C:11]2[N:10]=[CH:9][C:8](=[O:12])[NH:7][C:6]=2[N:5]=1. (3) Given the reactants [OH:1][N:2]=[C:3]([NH2:10])[C:4]1[CH:9]=[CH:8][CH:7]=[N:6][CH:5]=1.[F:11][C:12]1[CH:20]=[CH:19][C:15]([C:16](O)=O)=[CH:14][C:13]=1[OH:21].N, predict the reaction product. The product is: [F:11][C:12]1[CH:20]=[CH:19][C:15]([C:16]2[O:1][N:2]=[C:3]([C:4]3[CH:5]=[N:6][CH:7]=[CH:8][CH:9]=3)[N:10]=2)=[CH:14][C:13]=1[OH:21]. (4) Given the reactants [Li+].[OH-:2].C([C@@H]1COC(=O)N1[C:16](=[O:31])[C@H:17]([CH2:22][CH2:23][O:24][CH2:25][O:26][CH2:27][CH2:28][O:29][CH3:30])[C:18]([CH3:21])([CH3:20])[CH3:19])C1C=CC=CC=1.OO, predict the reaction product. The product is: [CH3:30][O:29][CH2:28][CH2:27][O:26][CH2:25][O:24][CH2:23][CH2:22][C@H:17]([C:18]([CH3:19])([CH3:20])[CH3:21])[C:16]([OH:31])=[O:2]. (5) Given the reactants [Cl:1][C:2]1[C:3]2[N:4]([N:12]=[C:13]([NH2:15])[N:14]=2)[CH:5]=[C:6]([C:8]([F:11])([F:10])[F:9])[CH:7]=1.Br[C:17]1[CH:22]=[CH:21][C:20]([N:23]2[CH:27]=[C:26]([CH3:28])[N:25]=[CH:24]2)=[C:19]([O:29][CH3:30])[CH:18]=1.C(Cl)Cl, predict the reaction product. The product is: [Cl:1][C:2]1[C:3]2[N:4]([N:12]=[C:13]([NH:15][C:17]3[CH:22]=[CH:21][C:20]([N:23]4[CH:27]=[C:26]([CH3:28])[N:25]=[CH:24]4)=[C:19]([O:29][CH3:30])[CH:18]=3)[N:14]=2)[CH:5]=[C:6]([C:8]([F:10])([F:11])[F:9])[CH:7]=1.